From a dataset of Full USPTO retrosynthesis dataset with 1.9M reactions from patents (1976-2016). Predict the reactants needed to synthesize the given product. Given the product [CH3:1][O:2][C:3]1[CH:4]=[CH:5][C:6]([CH2:7][N:8]([CH2:30][C:31]2[CH:32]=[CH:33][C:34]([O:37][CH3:38])=[CH:35][CH:36]=2)[C:9]2[N:14]=[C:13]([CH3:15])[N:12]=[C:11]([C:16]3[C:17]([NH:22][C:23]4[CH:24]=[CH:25][C:26]([NH:29][C:49]([NH:48][C:44]5[CH:45]=[CH:46][CH:47]=[C:42]([F:41])[CH:43]=5)=[O:50])=[N:27][CH:28]=4)=[N:18][CH:19]=[CH:20][CH:21]=3)[N:10]=2)=[CH:39][CH:40]=1, predict the reactants needed to synthesize it. The reactants are: [CH3:1][O:2][C:3]1[CH:40]=[CH:39][C:6]([CH2:7][N:8]([CH2:30][C:31]2[CH:36]=[CH:35][C:34]([O:37][CH3:38])=[CH:33][CH:32]=2)[C:9]2[N:14]=[C:13]([CH3:15])[N:12]=[C:11]([C:16]3[C:17]([NH:22][C:23]4[CH:24]=[CH:25][C:26]([NH2:29])=[N:27][CH:28]=4)=[N:18][CH:19]=[CH:20][CH:21]=3)[N:10]=2)=[CH:5][CH:4]=1.[F:41][C:42]1[CH:43]=[C:44]([N:48]=[C:49]=[O:50])[CH:45]=[CH:46][CH:47]=1.